This data is from Full USPTO retrosynthesis dataset with 1.9M reactions from patents (1976-2016). The task is: Predict the reactants needed to synthesize the given product. (1) Given the product [CH2:1]([O:8][C:9]([N:11]1[CH2:16][CH:15]([O:17][CH2:18][C:19]2[CH:20]=[CH:21][C:22]3[O:27][CH2:26][CH2:25][N:24]([CH2:28][CH2:29][CH2:30][O:31][CH3:32])[C:23]=3[CH:33]=2)[CH:14]([C:34]2[CH:39]=[CH:38][C:37]([O:40][CH3:41])=[CH:36][CH:35]=2)[CH:13]([O:42][CH:47]2[CH2:46][CH2:45][CH:44]=[CH:43]2)[CH2:12]1)=[O:10])[C:2]1[CH:7]=[CH:6][CH:5]=[CH:4][CH:3]=1, predict the reactants needed to synthesize it. The reactants are: [CH2:1]([O:8][C:9]([N:11]1[CH2:16][CH:15]([O:17][CH2:18][C:19]2[CH:20]=[CH:21][C:22]3[O:27][CH2:26][CH2:25][N:24]([CH2:28][CH2:29][CH2:30][O:31][CH3:32])[C:23]=3[CH:33]=2)[CH:14]([C:34]2[CH:39]=[CH:38][C:37]([O:40][CH3:41])=[CH:36][CH:35]=2)[CH:13]([OH:42])[CH2:12]1)=[O:10])[C:2]1[CH:7]=[CH:6][CH:5]=[CH:4][CH:3]=1.[CH:43]1(OC(=N)C(Cl)(Cl)Cl)[CH2:47][CH2:46][CH:45]=[CH:44]1. (2) Given the product [Cl:9][C:10]1[CH:11]=[CH:12][C:13]([O:21][CH2:22][C:23]([N:25]2[CH2:30][C@H:29]([CH3:31])[N:28]([CH2:32][C:33]3[CH:34]=[CH:35][C:36]([F:39])=[CH:37][CH:38]=3)[CH2:27][C@H:26]2[CH3:40])=[O:24])=[C:14]([C:16](=[O:20])[CH2:17][C:18]2[NH:19][N:3]=[N:2][N:1]=2)[CH:15]=1, predict the reactants needed to synthesize it. The reactants are: [N-:1]=[N+:2]=[N-:3].[Na+].[Cl-].[Cl-].[Cl-].[Al+3].[Cl:9][C:10]1[CH:11]=[CH:12][C:13]([O:21][CH2:22][C:23]([N:25]2[CH2:30][C@H:29]([CH3:31])[N:28]([CH2:32][C:33]3[CH:38]=[CH:37][C:36]([F:39])=[CH:35][CH:34]=3)[CH2:27][C@H:26]2[CH3:40])=[O:24])=[C:14]([C:16](=[O:20])[CH2:17][C:18]#[N:19])[CH:15]=1.C(=O)(O)[O-].[Na+]. (3) Given the product [CH2:4]([C:8]12[CH2:18][CH:9]1[CH2:10][CH:11]([CH:15]([OH:17])[CH3:16])[CH:12]([CH3:14])[CH2:13]2)[CH:5]([CH3:7])[CH3:6], predict the reactants needed to synthesize it. The reactants are: ICI.[CH2:4]([C:8]1[CH2:13][CH:12]([CH3:14])[CH:11]([CH:15]([OH:17])[CH3:16])[CH2:10][CH:9]=1)[CH:5]([CH3:7])[CH3:6].[CH2:18]([Al](CC)CC)C.ClC1C=CC=C(C(OO)=O)C=1. (4) Given the product [CH3:1][S:2]([OH:5])(=[O:4])=[O:3].[CH3:1][S:2]([OH:5])(=[O:4])=[O:3].[CH:6]1([NH:9][C:10](=[O:35])[C:11]2[CH:16]=[CH:15][C:14]([CH3:17])=[C:13]([N:18]3[C:27](=[O:28])[C:26]4[C:21](=[CH:22][CH:23]=[C:24]([S:29][CH2:30][CH2:31][N:32]([CH3:34])[CH3:33])[CH:25]=4)[N:20]=[CH:19]3)[CH:12]=2)[CH2:8][CH2:7]1, predict the reactants needed to synthesize it. The reactants are: [CH3:1][S:2]([OH:5])(=[O:4])=[O:3].[CH:6]1([NH:9][C:10](=[O:35])[C:11]2[CH:16]=[CH:15][C:14]([CH3:17])=[C:13]([N:18]3[C:27](=[O:28])[C:26]4[C:21](=[CH:22][CH:23]=[C:24]([S:29][CH2:30][CH2:31][N:32]([CH3:34])[CH3:33])[CH:25]=4)[N:20]=[CH:19]3)[CH:12]=2)[CH2:8][CH2:7]1. (5) Given the product [Si:1]([O:8][CH:9]1[CH2:10][CH2:11][N:12]([C:14]([O:16][C:17]([CH3:20])([CH3:19])[CH3:18])=[O:15])[CH2:13]1)([C:4]([CH3:7])([CH3:6])[CH3:5])([CH3:3])[CH3:2], predict the reactants needed to synthesize it. The reactants are: [Si:1]([O:8][CH:9]1[CH2:13][N:12]([C:14]([O:16][C:17]([CH3:20])([CH3:19])[CH3:18])=[O:15])[CH:11](COS(C)(=O)=O)[CH2:10]1)([C:4]([CH3:7])([CH3:6])[CH3:5])([CH3:3])[CH3:2].[Li+].[B-](CC)(CC)CC. (6) Given the product [F:1][C:2]1[CH:7]=[CH:6][C:5]([CH:8]2[CH2:13][CH:12]([C:14]([OH:16])=[O:15])[CH2:11][CH2:10][N:9]2[C:18]([O:20][CH3:21])=[O:19])=[CH:4][CH:3]=1, predict the reactants needed to synthesize it. The reactants are: [F:1][C:2]1[CH:7]=[CH:6][C:5]([CH:8]2[CH2:13][CH:12]([C:14]([O:16]C)=[O:15])[CH2:11][CH2:10][N:9]2[C:18]([O:20][CH3:21])=[O:19])=[CH:4][CH:3]=1.[Br-].[Li+].C(N(CC)CC)C.CC(OC)(C)C.